From a dataset of Forward reaction prediction with 1.9M reactions from USPTO patents (1976-2016). Predict the product of the given reaction. (1) The product is: [Cl:34][C:11]1[CH:12]=[C:13]([C:16]([N:18]2[CH2:27][C:26]3[CH:25]=[N:24][N:23]([CH3:28])[C:22]=3[NH:21][C:20]3[CH:29]=[C:30]([Cl:33])[CH:31]=[CH:32][C:19]2=3)=[O:17])[CH:14]=[CH:15][C:10]=1[CH2:9][NH:8][C:1](=[O:5])[CH:2]([CH3:4])[CH3:3]. Given the reactants [C:1](Cl)(=[O:5])[CH:2]([CH3:4])[CH3:3].Cl.[NH2:8][CH2:9][C:10]1[CH:15]=[CH:14][C:13]([C:16]([N:18]2[CH2:27][C:26]3[CH:25]=[N:24][N:23]([CH3:28])[C:22]=3[NH:21][C:20]3[CH:29]=[C:30]([Cl:33])[CH:31]=[CH:32][C:19]2=3)=[O:17])=[CH:12][C:11]=1[Cl:34].CC1C=C2N=C3C(=NC(NC3=O)=O)N(C[C@H](O)[C@H](O)[C@H](O)COP([O-])(O)=O)C2=CC=1C.[Na+], predict the reaction product. (2) The product is: [CH3:21][O:22][CH2:23][CH2:24][N:25]([CH3:26])[C:16](=[O:18])[C:15]1[CH:14]=[CH:13][C:12](/[CH:11]=[CH:10]/[C:3]2[C:4]3[C:9](=[CH:8][CH:7]=[CH:6][CH:5]=3)[NH:1][N:2]=2)=[CH:20][CH:19]=1. Given the reactants [NH:1]1[C:9]2[C:4](=[CH:5][CH:6]=[CH:7][CH:8]=2)[C:3](/[CH:10]=[CH:11]/[C:12]2[CH:20]=[CH:19][C:15]([C:16]([OH:18])=O)=[CH:14][CH:13]=2)=[N:2]1.[CH3:21][O:22][CH2:23][CH2:24][NH:25][CH3:26].O.ON1C2C=CC=CC=2N=N1.Cl.C(N=C=NCCCN(C)C)C.C(=O)([O-])O.[Na+], predict the reaction product. (3) The product is: [NH2:1][C:2]1[N:7]=[CH:6][C:5]([CH2:8][CH2:9][C:10]([O:12][CH3:13])=[O:11])=[CH:4][CH:3]=1. Given the reactants [NH2:1][C:2]1[N:7]=[CH:6][C:5](/[CH:8]=[CH:9]/[C:10]([O:12][CH3:13])=[O:11])=[CH:4][CH:3]=1, predict the reaction product.